From a dataset of NCI-60 drug combinations with 297,098 pairs across 59 cell lines. Regression. Given two drug SMILES strings and cell line genomic features, predict the synergy score measuring deviation from expected non-interaction effect. (1) Drug 1: CN(CCCl)CCCl.Cl. Drug 2: CC1=C(C(=O)C2=C(C1=O)N3CC4C(C3(C2COC(=O)N)OC)N4)N. Cell line: SR. Synergy scores: CSS=72.9, Synergy_ZIP=-1.11, Synergy_Bliss=-1.48, Synergy_Loewe=-3.50, Synergy_HSA=-0.467. (2) Drug 1: CNC(=O)C1=CC=CC=C1SC2=CC3=C(C=C2)C(=NN3)C=CC4=CC=CC=N4. Drug 2: CCC1=C2CN3C(=CC4=C(C3=O)COC(=O)C4(CC)O)C2=NC5=C1C=C(C=C5)O. Cell line: OVCAR-4. Synergy scores: CSS=5.50, Synergy_ZIP=-2.49, Synergy_Bliss=-1.93, Synergy_Loewe=-4.99, Synergy_HSA=-2.45. (3) Drug 1: C1CC(=O)NC(=O)C1N2CC3=C(C2=O)C=CC=C3N. Drug 2: CC1C(C(CC(O1)OC2CC(OC(C2O)C)OC3=CC4=CC5=C(C(=O)C(C(C5)C(C(=O)C(C(C)O)O)OC)OC6CC(C(C(O6)C)O)OC7CC(C(C(O7)C)O)OC8CC(C(C(O8)C)O)(C)O)C(=C4C(=C3C)O)O)O)O. Cell line: NCI-H226. Synergy scores: CSS=5.26, Synergy_ZIP=1.87, Synergy_Bliss=5.51, Synergy_Loewe=-0.648, Synergy_HSA=3.96. (4) Drug 1: CC1C(C(CC(O1)OC2CC(OC(C2O)C)OC3=CC4=CC5=C(C(=O)C(C(C5)C(C(=O)C(C(C)O)O)OC)OC6CC(C(C(O6)C)O)OC7CC(C(C(O7)C)O)OC8CC(C(C(O8)C)O)(C)O)C(=C4C(=C3C)O)O)O)O. Drug 2: C#CCC(CC1=CN=C2C(=N1)C(=NC(=N2)N)N)C3=CC=C(C=C3)C(=O)NC(CCC(=O)O)C(=O)O. Cell line: MALME-3M. Synergy scores: CSS=22.0, Synergy_ZIP=-0.0314, Synergy_Bliss=0.435, Synergy_Loewe=0.596, Synergy_HSA=0.178. (5) Drug 1: CC(C1=C(C=CC(=C1Cl)F)Cl)OC2=C(N=CC(=C2)C3=CN(N=C3)C4CCNCC4)N. Drug 2: CNC(=O)C1=CC=CC=C1SC2=CC3=C(C=C2)C(=NN3)C=CC4=CC=CC=N4. Cell line: RXF 393. Synergy scores: CSS=2.80, Synergy_ZIP=-0.251, Synergy_Bliss=1.17, Synergy_Loewe=1.11, Synergy_HSA=1.44.